From a dataset of Human Reference Interactome with 51,813 positive PPI pairs across 8,248 proteins, plus equal number of experimentally-validated negative pairs. Binary Classification. Given two protein amino acid sequences, predict whether they physically interact or not. (1) Protein 1 (ENSG00000100347) has sequence MGTVHARSLEPLPSSGPDFGGLGEEAEFVEVEPEAKQEILENKDVVVQHVHFDGLGRTKDDIIICEIGDVFKAKNLIEVMRKSHEAREKLLRLGIFRQVDVLIDTCQGDDALPNGLDVTFEVTELRRLTGSYNTMVGNNEGSMVLGLKLPNLLGRAEKVTFQFSYGTKETSYGLSFFKPRPGNFERNFSVNLYKVTGQFPWSSLRETDRGMSAEYSFPIWKTSHTVKWEGVWRELGCLSRTASFAVRKESGHSLKSSLSHAMVIDSRNSSILPRRGALLKVNQELAGYTGGDVSFIKEDF.... Protein 2 (ENSG00000159685) has sequence MGSTESSEGRRVSFGVDEEERVRVLQGVRLSENVVNRMKEPSSPPPAPTSSTFGLQDGNLRAPHKESTLPRSGSSGGQQPSGMKEGVKRYEQEHAAIQDKLFQVAKREREAATKHSKASLPTGEGSISHEEQKSVRLARELESREAELRRRDTFYKEQLERIERKNAEMYKLSSEQFHEAASKMESTIKPRRVEPVCSGLQAQILHCYRDRPHEVLLCSDLVKAYQRCVSAAHKG*XTLPRSGSSGGQQPSGMKEGVKRYEQEHAAIQDKLFQVAKREREAATKHSKASLPTGEGSISHE.... Result: 1 (the proteins interact). (2) Protein 1 (ENSG00000148123) has sequence MAVGNNTQRSYSIIPCFIFVELVIMAGTVLLAYYFECTDTFQVHIQGFFCQDGDLMKPYPGTEEESFITPLVLYCVLAATPTAIIFIGEISMYFIKSTRESLIAQEKTILTGECCYLNPLLRRIIRFTGVFAFGLFATDIFVNAGQVVTGHLTPYFLTVCKPNYTSADCQAHHQFINNGNICTGDLEVIEKARRSFPSKHAALSIYSALYATMYITSTIKTKSSRLAKPVLCLGTLCTAFLTGLNRVSEYRNHCSDVIAGFILGTAVALFLGMCVVHNFKGTQGSPSKPKPEDPRGVPLM.... Protein 2 (ENSG00000066056) has sequence MVWRVPPFLLPILFLASHVGAAVDLTLLANLRLTDPQRFFLTCVSGEAGAGRGSDAWGPPLLLEKDDRIVRTPPGPPLRLARNGSHQVTLRGFSKPSDLVGVFSCVGGAGARRTRVIYVHNSPGAHLLPDKVTHTVNKGDTAVLSARVHKEKQTDVIWKSNGSYFYTLDWHEAQDGRFLLQLPNVQPPSSGIYSATYLEASPLGSAFFRLIVRGCGAGRWGPGCTKECPGCLHGGVCHDHDGECVCPPGFTGTRCEQACREGRFGQSCQEQCPGISGCRGLTFCLPDPYGCSCGSGWRGS.... Result: 0 (the proteins do not interact). (3) Protein 1 (ENSG00000130544) has sequence MAAVVLPPTAALSSLFPASQREGHTEGGELVNELLKSWLKGLVTFEDVAVEFTQEEWALLDPAQRTLYRDVMLENCRNLASLGNQVDKPRLISQLEQEDKVMTEERGILSGTCPDVENPFKAKGLTPKLHVFRKEQSRNMKMERNHLGATLNECNQCFKVFSTKSSLTRHRKIHTGERPYGCSECGKSYSSRSYLAVHKRIHNGEKPYECNDCGKTFSSRSYLTVHKRIHNGEKPYECSDCGKTFSNSSYLRPHLRIHTGEKPYKCNQCFREFRTQSIFTRHKRVHTGEGHYVCNQCGKA.... Protein 2 (ENSG00000116199) has sequence MKLKQRVVLLAILLVIFIFTKVFLIDNLDTSAANREDQRAFHRMMTGLRVELAPKLDHTLQSPWEIAAQWVVPREVYPEETPELGAVMHAMATKKIIKADVGYKGTQLKALLILEGGQKVVFKPKRYSRDHVVEGEPYAGYDRHNAEVAAFHLDRILGFHRAPLVVGRFVNLRTEIKPVATEQLLSTFLTVGNNTCFYGKCYYCRETEPACADGDIMEGSVTLWLPDVWPLQKHRHPWGRTYREGKLARWEYDESYCDAVKKTSPYDSGPRLLDIIDTAVFDYLIGNADRHHYESFQDDE.... Result: 0 (the proteins do not interact). (4) Protein 1 (ENSG00000108591) has sequence MGILEKISEIEKEIARTQKNKATEYHLGLLKAKLAKYRAQLLEPSKSASSKGEGFDVMKSGDARVALIGFPSVGKSTFLSLMTSTASEAASYEFTTLTCIPGVIEYKGANIQLLDLPGIIEGAAQGKGRGRQVIAVARTADVIIMMLDATKGEVQRSLLEKELESVGIRLNKHKPNIYFKPKKGGGISFNSTVTLTQCSEKLVQLILHEYKIFNAEVLFREDCSPDEFIDVIVGNRVYMPCLYVYNKIDQISMEEVDRLARKPNSVVISCGMKLNLDYLLEMLWEYLALTCIYTKKRGQR.... Protein 2 (ENSG00000131480) has sequence MHLKIVLAFLALSLITIFALAYVLLTSPGGSSQPPHCPSVSHRAQPWPHPGQSQLFADLSREELTAVMRFLTQRLGPGLVDAAQAQPSDNCIFSVELQLPPKAAALAHLDRGSPPPAREALAIVLFGGQPQPNVSELVVGPLPHPSYMRDVTVERHGGPLPYHRRPVLRAEFTQMWRHLKEVELPKAPIFLSSTFNYNGSTLAAVHATPRGLRSGDRATWMALYHNISGVGLFLHPVGLELLLDHRALDPAHWTVQQVFYLGHYYADLGQLEREFKSGRLEVVRVPLPPPNGASSLRSRN.... Result: 0 (the proteins do not interact). (5) Protein 1 (ENSG00000066117) has sequence MAARAGFQSVAPSGGAGASGGAGAAAALGPGGTPGPPVRMGPAPGQGLYRSPMPGAAYPRPGMLPGSRMTPQGPSMGPPGYGGNPSVRPGLAQSGMDQSRKRPAPQQIQQVQQQAVQNRNHNAKKKKMADKILPQRIRELVPESQAYMDLLAFERKLDQTIMRKRLDIQEALKRPIKQKRKLRIFISNTFNPAKSDAEDGEGTVASWELRVEGRLLEDSALSKYDATKQKRKFSSFFKSLVIELDKDLYGPDNHLVEWHRTATTQETDGFQVKRPGDVNVRCTVLLMLDYQPPQFKLDPR.... Protein 2 (ENSG00000140368) has sequence MMPQLQFKDAFWCRDFTAHTGYEVLLQRLLDGRKMCKDMEELLRQRAQAEERYGKELVQIARKAGGQTEINSLRASFDSLKQQMENVGSSHIQLALTLREELRSLEEFRERQKEQRKKYEAVMDRVQKSKLSLYKKAMESKKTYEQKCRDADDAEQAFERISANGHQKQVEKSQNKARQCKDSATEAERVYRQSIAQLEKVRAEWEQEHRTTCEAFQLQEFDRLTILRNALWVHSNQLSMQCVKDDELYEEVRLTLEGCSIDADIDSFIQAKSTGTEPPAPVPYQNYYDREVTPLTSSPG.... Result: 1 (the proteins interact). (6) Protein 1 (ENSG00000128512) has sequence MFQVEAKLIDKLDSLMSEGKGDETYRELFNSIIPLFGPYPSLLKKIERETWRESGVSLIATVTRLMERLLDYRDCMKMGEVDGKKIGCTVSLLNFYKTELNKEEMYIRYIHKLYDLHLKAQNFTEAAYTLLXGIFLGNNNQAMKATKESFCITSFLCSTKLTQNGDMLDLLKWRTHPDKITGCLSKLKEIDGSEIVKFLQDTLDTLFGILDENSQKYGSKVFDSLVHIINLLQDSKFHHFKPVMDTYIESHFAGALAYRDLIKVLKWYVDRITEAERQEHIQEVLKAQEYIFKYIVQSRR.... Protein 2 (ENSG00000214944) has sequence MDSDSDSPFNYSWPSFPKMKIRRRTSKQDRSFDILKKSKPPSTLLAAGRLSDMLNGGDEVYANCMVIDQVGDLDISYINIEGITATTSPESRGCTLWPQSSKHTLPTETSPSVYPLSENVEGTAHTEAQQSFMSPSSSCASNLNLSFGWHGFEKEQSHLKKRSSSLDALDADSEGEGHSEPSHICYTPGSQSSSRTGIPSGDELDSFETNTEPDFNISRAESLPLSSNLQSKESLLSGVRSRSYSCSSPKISLGKTRLVRELTVCSSSEEQRAYSLSEPPRENRIQEEEWDKYIIPAKSE.... Result: 0 (the proteins do not interact). (7) Protein 1 (ENSG00000090776) has sequence MARPGQRWLGKWLVAMVVWALCRLATPLAKNLEPVSWSSLNPKFLSGKGLVIYPKIGDKLDIICPRAEAGRPYEYYKLYLVRPEQAAACSTVLDPNVLVTCNRPEQEIRFTIKFQEFSPNYMGLEFKKHHDYYITSTSNGSLEGLENREGGVCRTRTMKIIMKVGQDPNAVTPEQLTTSRPSKEADNTVKMATQAPGSRGSLGDSDGKHETVNQEEKSGPGASGGSSGDPDGFFNSKVALFAAVGAGCVIFLLIIIFLTVLLLKLRKRHRKHTQQRAAALSLSTLASPKGGSGTAGTEPS.... Protein 2 (ENSG00000099994) has sequence MKPALLPWALLLLATALGPGPGPTADAQESCSMRCGALDGPCSCHPTCSGLGTCCLDFRDFCLEILPYSGSMMGGKDFVVRHFKMSSPTDASVICRFKDSIQTLGHVDSSGQVHCVSPLLYESGRIPFTVSLDNGHSFPRAGTWLAVHPNKVSMMEKSELVNETRWQYYGTANTSGNLSLTWHVKSLPTQTITIELWGYEETGMPYSQEWTAKWSYLYPLATHIPNSGSFTFTPKPAPPSYQRWRVGALRIIDSKNYAGQKDVQALWTNDHALAWHLSDDFREDPVAWARTQCQAWEELE.... Result: 0 (the proteins do not interact). (8) Protein 1 (ENSG00000168685) has sequence MTILGTTFGMVFSLLQVVSGESGYAQNGDLEDAELDDYSFSCYSQLEVNGSQHSLTCAFEDPDVNITNLEFEICGALVEVKCLNFRKLQEIYFIETKKFLLIGKSNICVKVGEKSLTCKKIDLTTIVKPEAPFDLSVVYREGANDFVVTFNTSHLQKKYVKVLMHDVAYRQEKDENKWTHVNLSSTKLTLLQRKLQPAAMYEIKVRSIPDHYFKGFWSEWSPSYYFRTPEINNSSGEMDPILLTISILSFFSVALLVILACVLWKKRIKPIVWPSLPDHKKTLEHLCKKPRKNLNVSFNP.... Protein 2 (ENSG00000002330) has sequence MFQIPEFEPSEQEDSSSAERGLGPSPAGDGPSGSGKHHRQAPGLLWDASHQQEQPTSSSHHGGAGAVEIRSRHSSYPAGTEDDEGMGEEPSPFRGRSRSAPPNLWAAQRYGRELRRMSDEFVDSFKKGLPRPKSAGTATQMRQSSSWTRVFQSWWDRNLGRGSSAPSQ*MFQIPEFEPSEQEDSSSAERGLGPSPAGDGPSGSGKHHRQAPGLLWDASHQQEQPTSSSHHGGRTSYSPSWESEDSENPSAGMLAEASAGMSAPAADSEAQHAENVKLEALGLWRSGVATAPTPRGRRTTK.... Result: 0 (the proteins do not interact). (9) Protein 1 (ENSG00000143622) has sequence MDSGTRPVGSCCSSPAGLSREYKLVMLGAGGVGKSAMTMQFISHRFPEDHDPTIEDAYKIRIRIDDEPANLDILDTAGQAEFTAMRDQYMRAGEGFIICYSITDRRSFHEVREFKQLIYRVRRTDDTPVVLVGNKSDLKQLRQVTKEEGLALAREFSCPFFETSAAYRYYIDDVFHALVREIRRKEKEAVLAMEKKSKPKNSVWKRLKSPFRKKKDSVT*MERWLFLGATEEGPKRTMDSGTRPVGSCCSSPAGLSREYKLVMLGAGGVGKSAMTMQFISHRFPEDHDPTIEDAYKIRIR.... Protein 2 (ENSG00000260287) has sequence MDVVEVAGSWWAQEREDIIMKYEKGHRAGLPEDKGPKPFRSYNNNVDHLGIVHETELPPLTAREAKQIRREISRKSKWVDMLGDWEKYKSSRKLIDRAYKGMPMNIRGPMWSVLLNIEEMKLKNPGRYQIMKEKGKRSSEHIQRIDRDISGTLRKHMFFRDRYGTKQRELLHILLAYEEYNPEVGYCRDLSHIAALFLLYLPEEDAFWALVQLLASERHSLQGFHSPNGGTVQGLQDQQEHVVATSQPKTMGHQDKKDLCGQCSPLGCLIRILIDGISLGLTLRLWDVYLVEGEQALMPI.... Result: 0 (the proteins do not interact).